From a dataset of Catalyst prediction with 721,799 reactions and 888 catalyst types from USPTO. Predict which catalyst facilitates the given reaction. (1) Reactant: [C:1]([C:4]1[CH:9]=[CH:8][C:7]([S:10]([NH2:13])(=[O:12])=[O:11])=[CH:6][CH:5]=1)(=[O:3])[CH3:2].[CH3:14][O:15][C:16]1[CH:23]=[C:22]([O:24][CH3:25])[C:21]([C:26]2[N:27]([CH3:35])[C:28]3[C:33]([CH:34]=2)=[CH:32][CH:31]=[CH:30][CH:29]=3)=[CH:20][C:17]=1[CH:18]=O.C[O-].[Li+].Cl. Product: [CH3:14][O:15][C:16]1[CH:23]=[C:22]([O:24][CH3:25])[C:21]([C:26]2[N:27]([CH3:35])[C:28]3[C:33]([CH:34]=2)=[CH:32][CH:31]=[CH:30][CH:29]=3)=[CH:20][C:17]=1[CH:18]=[CH:2][C:1]([C:4]1[CH:5]=[CH:6][C:7]([S:10]([NH2:13])(=[O:11])=[O:12])=[CH:8][CH:9]=1)=[O:3]. The catalyst class is: 18. (2) Reactant: [CH3:1][CH:2]([C:4](=[O:16])[CH:5]([C:7]1[CH:12]=[CH:11][CH:10]=[CH:9][C:8]=1[N+:13]([O-:15])=[O:14])[CH3:6])[CH3:3].[BH4-].[Na+].Cl. The catalyst class is: 5. Product: [CH3:3][CH:2]([CH:4]([OH:16])[CH:5]([C:7]1[CH:12]=[CH:11][CH:10]=[CH:9][C:8]=1[N+:13]([O-:15])=[O:14])[CH3:6])[CH3:1]. (3) Product: [OH:17][C:10]1[C:11]2[C:16](=[N:15][CH:14]=[CH:13][CH:12]=2)[N:7]([C:1]2[CH:2]=[CH:3][CH:4]=[CH:5][CH:6]=2)[C:8](=[O:28])[C:9]=1[C:55](=[O:56])[CH:54]([C:57]1[CH:62]=[CH:61][CH:60]=[CH:59][CH:58]=1)[CH3:29]. The catalyst class is: 22. Reactant: [C:1]1([N:7]2[C:16]3[C:11](=[CH:12][CH:13]=[CH:14][N:15]=3)[C:10]([O:17]C(=O)C(C3C=CC=CC=3)C)=[CH:9][C:8]2=[O:28])[CH:6]=[CH:5][CH:4]=[CH:3][CH:2]=1.[CH2:29](N(CC)CC)C.[C-]#N.[K+].C1[O:56][CH2:55][CH2:54]OCCOCCOCCOCCOC1.[C:57]1(C)[CH:62]=[CH:61][CH:60]=[CH:59][CH:58]=1. (4) Reactant: [CH2:1]([O:4][C:5]1([CH3:46])[CH2:10][CH2:9][N:8]([C:11]2[N:16]3[N:17]=[C:18]([C:20](=O)[NH:21][CH2:22][C:23](=O)[CH2:24][C:25]4[CH:30]=[CH:29][CH:28]=[CH:27][C:26]=4[Br:31])[CH:19]=[C:15]3[N:14]=[C:13]([CH3:34])[C:12]=2[C@H:35]([O:41][C:42]([CH3:45])([CH3:44])[CH3:43])[C:36]([O:38][CH2:39][CH3:40])=[O:37])[CH2:7][CH2:6]1)[CH:2]=[CH2:3].COC1C=CC(P2(SP(C3C=CC(OC)=CC=3)(=S)S2)=[S:56])=CC=1. Product: [CH2:1]([O:4][C:5]1([CH3:46])[CH2:10][CH2:9][N:8]([C:11]2[N:16]3[N:17]=[C:18]([C:20]4[S:56][C:23]([CH2:24][C:25]5[CH:30]=[CH:29][CH:28]=[CH:27][C:26]=5[Br:31])=[CH:22][N:21]=4)[CH:19]=[C:15]3[N:14]=[C:13]([CH3:34])[C:12]=2[C@H:35]([O:41][C:42]([CH3:45])([CH3:44])[CH3:43])[C:36]([O:38][CH2:39][CH3:40])=[O:37])[CH2:7][CH2:6]1)[CH:2]=[CH2:3]. The catalyst class is: 11. (5) Reactant: C([O:4][C@@H:5]1[C@@H:13]([CH2:14][O:15]C(=O)C)[O:12][CH:11]2[CH:7]([N:8]=[C:9]([NH:19][CH2:20][CH2:21][F:22])[S:10]2)[C@H:6]1[O:23]C(=O)C)(=O)C.C([O-])([O-])=O.[K+].[K+]. Product: [F:22][CH2:21][CH2:20][NH:19][C:9]1[S:10][CH:11]2[O:12][C@H:13]([CH2:14][OH:15])[C@@H:5]([OH:4])[C@H:6]([OH:23])[CH:7]2[N:8]=1. The catalyst class is: 5. (6) Reactant: Cl[C:2]1[CH:7]=[C:6]([I:8])[CH:5]=[CH:4][N:3]=1.[O-:9][CH2:10][CH3:11].[Na+]. Product: [CH2:10]([O:9][C:2]1[CH:7]=[C:6]([I:8])[CH:5]=[CH:4][N:3]=1)[CH3:11]. The catalyst class is: 8. (7) Reactant: Br[C:2]1[C:7]([NH2:8])=[C:6]([F:9])[CH:5]=[C:4]([Cl:10])[CH:3]=1.[CH:11]1(B(O)O)[CH2:13][CH2:12]1.[O-]P([O-])([O-])=O.[K+].[K+].[K+].C1(P(C2CCCCC2)C2CCCCC2)CCCCC1. Product: [F:9][C:6]1[CH:5]=[C:4]([Cl:10])[CH:3]=[C:2]([CH:11]2[CH2:13][CH2:12]2)[C:7]=1[NH2:8]. The catalyst class is: 874. (8) Reactant: [C:1]([O:5][C:6]([N:8]1[CH2:13][CH2:12][CH:11]([O:14][C:15]2[CH:16]=[C:17]3[C:22](=[CH:23][CH:24]=2)[CH:21]=[N:20][C:19]([Cl:25])=[CH:18]3)[CH2:10][CH2:9]1)=[O:7])([CH3:4])([CH3:3])[CH3:2].[Br:26]N1C(=O)CCC1=O. Product: [C:1]([O:5][C:6]([N:8]1[CH2:13][CH2:12][CH:11]([O:14][C:15]2[C:16]([Br:26])=[C:17]3[C:22](=[CH:23][CH:24]=2)[CH:21]=[N:20][C:19]([Cl:25])=[CH:18]3)[CH2:10][CH2:9]1)=[O:7])([CH3:4])([CH3:2])[CH3:3]. The catalyst class is: 23. (9) Reactant: [OH2:1].[CH2:2]=[CH:3][C:4]1[CH:9]=[CH:8][CH:7]=[CH:6][CH:5]=1.N([C:12](C)([CH3:16])[C:13]#[N:14])=N[C:12]([CH3:16])(C)[C:13]#[N:14]. Product: [C:13]([NH2:14])(=[O:1])[CH:12]=[CH2:16].[CH2:2]=[CH:3][C:4]1[CH:9]=[CH:8][CH:7]=[CH:6][CH:5]=1. The catalyst class is: 12. (10) Reactant: [Cl:1][C:2]1[CH:18]=[C:17]([F:19])[C:5]2[CH2:6][CH2:7][N:8]([C:11](=[O:16])[C:12]([F:15])([F:14])[F:13])[CH2:9][CH2:10][C:4]=2[C:3]=1[OH:20].N1C=CC=CC=1.[F:27][C:28]([F:41])([F:40])[S:29](O[S:29]([C:28]([F:41])([F:40])[F:27])(=[O:31])=[O:30])(=[O:31])=[O:30]. Product: [Cl:1][C:2]1[CH:18]=[C:17]([F:19])[C:5]2[CH2:6][CH2:7][N:8]([C:11](=[O:16])[C:12]([F:13])([F:14])[F:15])[CH2:9][CH2:10][C:4]=2[C:3]=1[O:20][S:29]([C:28]([F:41])([F:40])[F:27])(=[O:31])=[O:30]. The catalyst class is: 2.